Dataset: Full USPTO retrosynthesis dataset with 1.9M reactions from patents (1976-2016). Task: Predict the reactants needed to synthesize the given product. Given the product [CH3:24][N:21]1[CH2:22][CH2:23][C@H:19]([O:18][C:16]2[CH:15]=[C:4]([CH:3]=[C:2]([O:1][C:27]3[CH:32]=[N:31][C:30]([S:33]([CH3:36])(=[O:35])=[O:34])=[CH:29][CH:28]=3)[CH:17]=2)[C:5]([NH:7][C:8]2[CH:13]=[N:12][C:11]([CH3:14])=[CH:10][N:9]=2)=[O:6])[C:20]1=[O:25], predict the reactants needed to synthesize it. The reactants are: [OH:1][C:2]1[CH:3]=[C:4]([CH:15]=[C:16]([O:18][C@H:19]2[CH2:23][CH2:22][N:21]([CH3:24])[C:20]2=[O:25])[CH:17]=1)[C:5]([NH:7][C:8]1[CH:13]=[N:12][C:11]([CH3:14])=[CH:10][N:9]=1)=[O:6].Br[C:27]1[CH:28]=[CH:29][C:30]([S:33]([CH3:36])(=[O:35])=[O:34])=[N:31][CH:32]=1.C(=O)([O-])[O-].[Cs+].[Cs+].